Dataset: Peptide-MHC class II binding affinity with 134,281 pairs from IEDB. Task: Regression. Given a peptide amino acid sequence and an MHC pseudo amino acid sequence, predict their binding affinity value. This is MHC class II binding data. The peptide sequence is EKKYFAATQFEPLAA. The MHC is DRB1_1501 with pseudo-sequence DRB1_1501. The binding affinity (normalized) is 0.105.